From a dataset of NCI-60 drug combinations with 297,098 pairs across 59 cell lines. Regression. Given two drug SMILES strings and cell line genomic features, predict the synergy score measuring deviation from expected non-interaction effect. (1) Drug 1: CCN(CC)CCNC(=O)C1=C(NC(=C1C)C=C2C3=C(C=CC(=C3)F)NC2=O)C. Drug 2: CN(CC1=CN=C2C(=N1)C(=NC(=N2)N)N)C3=CC=C(C=C3)C(=O)NC(CCC(=O)O)C(=O)O. Cell line: HOP-62. Synergy scores: CSS=17.9, Synergy_ZIP=-3.76, Synergy_Bliss=-2.78, Synergy_Loewe=7.81, Synergy_HSA=3.74. (2) Drug 1: C1=NC2=C(N=C(N=C2N1C3C(C(C(O3)CO)O)F)Cl)N. Drug 2: CCCCC(=O)OCC(=O)C1(CC(C2=C(C1)C(=C3C(=C2O)C(=O)C4=C(C3=O)C=CC=C4OC)O)OC5CC(C(C(O5)C)O)NC(=O)C(F)(F)F)O. Cell line: SN12C. Synergy scores: CSS=15.4, Synergy_ZIP=-5.76, Synergy_Bliss=-6.73, Synergy_Loewe=-6.22, Synergy_HSA=-5.99. (3) Cell line: SN12C. Drug 1: C1CC(=O)NC(=O)C1N2CC3=C(C2=O)C=CC=C3N. Drug 2: CS(=O)(=O)OCCCCOS(=O)(=O)C. Synergy scores: CSS=12.3, Synergy_ZIP=-4.82, Synergy_Bliss=-0.802, Synergy_Loewe=0.329, Synergy_HSA=0.330. (4) Drug 1: C1=C(C(=O)NC(=O)N1)N(CCCl)CCCl. Synergy scores: CSS=57.3, Synergy_ZIP=-3.53, Synergy_Bliss=-4.93, Synergy_Loewe=-15.7, Synergy_HSA=-3.77. Cell line: ACHN. Drug 2: CC(C)NC(=O)C1=CC=C(C=C1)CNNC.Cl. (5) Drug 1: CS(=O)(=O)C1=CC(=C(C=C1)C(=O)NC2=CC(=C(C=C2)Cl)C3=CC=CC=N3)Cl. Drug 2: CN(C)C1=NC(=NC(=N1)N(C)C)N(C)C. Cell line: HL-60(TB). Synergy scores: CSS=-17.1, Synergy_ZIP=1.66, Synergy_Bliss=-9.90, Synergy_Loewe=-17.8, Synergy_HSA=-16.7.